From a dataset of Cav3 T-type calcium channel HTS with 100,875 compounds. Binary Classification. Given a drug SMILES string, predict its activity (active/inactive) in a high-throughput screening assay against a specified biological target. (1) The drug is N1(C(c2n(nnn2)CCC(C)C)c2ccc(cc2)C)CCN(CC1)C. The result is 0 (inactive). (2) The molecule is OC1(C2CC(C(C)(C)C)CCC2=O)c2c(NC1=O)cccc2. The result is 0 (inactive). (3) The compound is S(=O)(=O)(Nc1c(c2oc(=O)c3c(n2)cccc3)cccc1)c1ccccc1. The result is 0 (inactive). (4) The molecule is s1c2c(nc1NC(=O)CSc1ccccc1)ccc(OC)c2. The result is 0 (inactive). (5) The drug is O=C(Nc1ccc(N2CCCC2)cc1)CCCC(O)=O. The result is 0 (inactive). (6) The result is 0 (inactive). The molecule is N1(CCCCC1)c1nc(c2c(CCC2)c1C#N)CC(C)C. (7) The drug is S(c1n(CCOC)c(nn1)c1c(occ1)C)CC(=O)Nc1cc(ccc1)C(OCC)=O. The result is 0 (inactive).